From a dataset of Forward reaction prediction with 1.9M reactions from USPTO patents (1976-2016). Predict the product of the given reaction. (1) Given the reactants C([O:5][C:6](=[O:12])[C@H:7]([CH3:11])[C@H:8]([NH2:10])[CH3:9])(C)(C)C.C[O:14][C:15]([C:17]1[N:18]=[C:19]([C:35]#[N:36])[C:20]2[C:25]([C:26]=1[OH:27])=[CH:24][CH:23]=[C:22]([O:28][C:29]1[CH:34]=[CH:33][CH:32]=[CH:31][CH:30]=1)[CH:21]=2)=O.C(N(CC)CC)C, predict the reaction product. The product is: [C:35]([C:19]1[C:20]2[C:25](=[CH:24][CH:23]=[C:22]([O:28][C:29]3[CH:34]=[CH:33][CH:32]=[CH:31][CH:30]=3)[CH:21]=2)[C:26]([OH:27])=[C:17]([C:15]([NH:10][C@H:8]([CH3:9])[C@@H:7]([CH3:11])[C:6]([OH:5])=[O:12])=[O:14])[N:18]=1)#[N:36]. (2) Given the reactants C(O[C:6]([NH:8][C@@H:9]([CH:18]([C:22]1[O:26][N:25]=[C:24]([C:27]2[CH:32]=[CH:31][C:30]([S:33]([CH3:36])(=[O:35])=[O:34])=[CH:29][C:28]=2[Cl:37])[N:23]=1)[CH2:19]C=C)[C:10]([N:12]1[CH2:16][CH2:15][C@H:14]([F:17])[CH2:13]1)=[O:11])=[O:7])(C)(C)C.[C:38](=O)([O-:40])[O-:39].[K+].[K+].I([O-])(=O)(=O)=O.[Na+].[Mn]([O-])(=O)(=O)=O.[K+].[C:56]([OH:60])([CH3:59])([CH3:58])[CH3:57].O, predict the reaction product. The product is: [C:56]([O:60][C:6]([NH:8][C@H:9]([C:10]([N:12]1[CH2:16][CH2:15][C@H:14]([F:17])[CH2:13]1)=[O:11])[CH:18]([C:22]1[O:26][N:25]=[C:24]([C:27]2[CH:32]=[CH:31][C:30]([S:33]([CH3:36])(=[O:34])=[O:35])=[CH:29][C:28]=2[Cl:37])[N:23]=1)[CH2:19][C:38]([OH:40])=[O:39])=[O:7])([CH3:59])([CH3:58])[CH3:57]. (3) Given the reactants [Br:1][CH:2]([CH2:6][CH2:7][N:8]1[C:12](=[O:13])[C:11]([CH3:15])([CH3:14])[N:10]([CH3:16])[C:9]1=[O:17])[C:3]([OH:5])=[O:4].[NH2:18][C@@H:19]([C:28]1[CH:33]=[CH:32][CH:31]=[CH:30][CH:29]=1)[C@@H:20]([C:22]1[CH:27]=[CH:26][CH:25]=[CH:24][CH:23]=1)[OH:21].C(OC(C)C)(=O)C, predict the reaction product. The product is: [Br:1][C@H:2]([CH2:6][CH2:7][N:8]1[C:12](=[O:13])[C:11]([CH3:15])([CH3:14])[N:10]([CH3:16])[C:9]1=[O:17])[C:3]([OH:5])=[O:4].[NH2:18][CH:19]([C:28]1[CH:33]=[CH:32][CH:31]=[CH:30][CH:29]=1)[CH:20]([C:22]1[CH:27]=[CH:26][CH:25]=[CH:24][CH:23]=1)[OH:21].